This data is from TCR-epitope binding with 47,182 pairs between 192 epitopes and 23,139 TCRs. The task is: Binary Classification. Given a T-cell receptor sequence (or CDR3 region) and an epitope sequence, predict whether binding occurs between them. (1) The epitope is ISPRTLNAW. The TCR CDR3 sequence is CASSPGDRRYSPLHF. Result: 0 (the TCR does not bind to the epitope). (2) The epitope is SLFNTVATLY. The TCR CDR3 sequence is CASSLIDRGGDTQYF. Result: 0 (the TCR does not bind to the epitope).